Dataset: Reaction yield outcomes from USPTO patents with 853,638 reactions. Task: Predict the reaction yield, written as a fraction of the theoretical maximum amount of product (1.0 means a 100% yield; for example, 0.34 means a 34% yield). (1) The reactants are [CH2:1]([NH:8][NH2:9])[C:2]1[CH:7]=[CH:6][CH:5]=[CH:4][CH:3]=1.[CH3:10][C:11]([CH3:18])([CH3:17])[C:12](=O)[CH2:13][C:14]#[N:15]. No catalyst specified. The product is [CH2:1]([N:8]1[C:14]([NH2:15])=[CH:13][C:12]([C:11]([CH3:18])([CH3:17])[CH3:10])=[N:9]1)[C:2]1[CH:7]=[CH:6][CH:5]=[CH:4][CH:3]=1. The yield is 0.360. (2) The reactants are [CH3:1][O:2][C:3]([N:5]1[CH2:10][C:9](=[O:11])[N:8]2[CH:12]([C:15](=O)[NH:16][CH2:17][C:18]([C:20]3[CH:25]=[CH:24][C:23]([Br:26])=[CH:22][CH:21]=3)=O)[CH2:13][CH2:14][CH:7]2[CH2:6]1)=[O:4].C([O-])(=O)C.[NH4+:32]. No catalyst specified. The product is [CH3:1][O:2][C:3]([N:5]1[CH2:10][C:9](=[O:11])[N:8]2[CH:12]([C:15]3[NH:32][C:18]([C:20]4[CH:25]=[CH:24][C:23]([Br:26])=[CH:22][CH:21]=4)=[CH:17][N:16]=3)[CH2:13][CH2:14][CH:7]2[CH2:6]1)=[O:4]. The yield is 0.600. (3) The reactants are [Cl:1][C:2]1[CH:3]=[CH:4][C:5]([NH:18][CH2:19][CH:20]2[CH2:25]CNCC2)=[C:6]([CH:17]=1)[C:7]([NH:9][C:10]1[CH:15]=[CH:14][C:13]([Cl:16])=[CH:12][N:11]=1)=[O:8].Cl[C:27]1[CH:32]=[CH:31][N:30]=[C:29]([C:33]([OH:35])=[O:34])[CH:28]=1.[CH2:36]([N:38](CC)CC)[CH3:37].[CH2:43](O)C. No catalyst specified. The yield is 0.820. The product is [C:33]([C:29]1[CH:28]=[C:27]([N:38]2[CH2:25][CH2:20][CH:19]([N:18]([CH3:43])[C:5]3[CH:4]=[CH:3][C:2]([Cl:1])=[CH:17][C:6]=3[C:7]([NH:9][C:10]3[CH:15]=[CH:14][C:13]([Cl:16])=[CH:12][N:11]=3)=[O:8])[CH2:37][CH2:36]2)[CH:32]=[CH:31][N:30]=1)([OH:35])=[O:34]. (4) The reactants are [Cl:1][C:2]1[CH:3]=[C:4]([CH:8]=[CH:9][C:10]=1[N:11]([CH2:28][CH2:29][OH:30])[C:12]([C:14]1[S:27][C:17]2[C:18]3[CH:26]=[CH:25][CH:24]=[CH:23][C:19]=3[O:20][CH2:21][CH2:22][C:16]=2[CH:15]=1)=[O:13])[C:5](O)=[O:6].C[N:32](C(ON1N=NC2C=CC=NC1=2)=[N+](C)C)C.F[P-](F)(F)(F)(F)F.CCN(C(C)C)C(C)C.[Cl-].[NH4+]. The catalyst is C1COCC1.C(OCC)(=O)C. The product is [C:5]([C:4]1[CH:8]=[CH:9][C:10]([N:11]([CH2:28][CH2:29][OH:30])[C:12]([C:14]2[S:27][C:17]3[C:18]4[CH:26]=[CH:25][CH:24]=[CH:23][C:19]=4[O:20][CH2:21][CH2:22][C:16]=3[CH:15]=2)=[O:13])=[C:2]([Cl:1])[CH:3]=1)(=[O:6])[NH2:32]. The yield is 0.250. (5) The reactants are [CH3:1][O:2][C:3]1[CH:8]=[C:7]([CH3:9])[C:6]([S:10]([N:13]2[CH2:17][CH2:16][CH2:15][C@H:14]2[CH2:18][O:19][CH2:20][C:21]([O:23]C(C)(C)C)=[O:22])(=[O:12])=[O:11])=[C:5]([CH3:28])[CH:4]=1.FC(F)(F)C(O)=O. The catalyst is ClCCl. The product is [CH3:1][O:2][C:3]1[CH:8]=[C:7]([CH3:9])[C:6]([S:10]([N:13]2[CH2:17][CH2:16][CH2:15][C@H:14]2[CH2:18][O:19][CH2:20][C:21]([OH:23])=[O:22])(=[O:12])=[O:11])=[C:5]([CH3:28])[CH:4]=1. The yield is 1.00. (6) The reactants are [Br:1][C:2]1[CH:3]=[C:4]([NH2:9])[C:5]([NH2:8])=[CH:6][CH:7]=1.Cl.[Cl:11][CH2:12][C:13](=N)OCC. The catalyst is C(O)C. The product is [Br:1][C:2]1[CH:7]=[CH:6][C:5]2[N:8]=[C:13]([CH2:12][Cl:11])[NH:9][C:4]=2[CH:3]=1. The yield is 0.820. (7) The reactants are [CH3:1][C:2]1[CH:7]=[C:6]([C:8]([F:11])([F:10])[F:9])[C:5]([N+:12]([O-:14])=[O:13])=[CH:4][C:3]=1[N+:15]([O-:17])=[O:16].C[C:19]([N:21]([CH3:23])[CH3:22])=O. The catalyst is CN(C=O)C. The product is [N+:15]([C:3]1[CH:4]=[C:5]([N+:12]([O-:14])=[O:13])[C:6]([C:8]([F:10])([F:11])[F:9])=[CH:7][C:2]=1/[CH:1]=[CH:19]/[N:21]([CH3:23])[CH3:22])([O-:17])=[O:16]. The yield is 0.860. (8) The reactants are [C:1]1([S:7]([C:10]2[CH:11]=[C:12]3[C:17](=[CH:18][CH:19]=2)[CH:16]([CH2:20][CH2:21]OS(C)(=O)=O)[CH2:15][CH2:14][CH2:13]3)(=[O:9])=[O:8])[CH:6]=[CH:5][CH:4]=[CH:3][CH:2]=1.[C-:27]#[N:28].[K+].[I-].[K+].O. The catalyst is CN(C=O)C. The product is [C:1]1([S:7]([C:10]2[CH:11]=[C:12]3[C:17](=[CH:18][CH:19]=2)[CH:16]([CH2:20][CH2:21][C:27]#[N:28])[CH2:15][CH2:14][CH2:13]3)(=[O:9])=[O:8])[CH:6]=[CH:5][CH:4]=[CH:3][CH:2]=1. The yield is 0.951. (9) The reactants are C([O:4][C:5]1[CH:14]=[C:13]2[C:8]([CH:9]=[C:10]([CH:16]=[O:17])[C:11](Cl)=[N:12]2)=[CH:7][CH:6]=1)(=O)C.CCN(CC)CC.C(O)=O.O. The catalyst is CN(C=O)C.C1C=CC([P]([Pd]([P](C2C=CC=CC=2)(C2C=CC=CC=2)C2C=CC=CC=2)([P](C2C=CC=CC=2)(C2C=CC=CC=2)C2C=CC=CC=2)[P](C2C=CC=CC=2)(C2C=CC=CC=2)C2C=CC=CC=2)(C2C=CC=CC=2)C2C=CC=CC=2)=CC=1. The product is [OH:4][C:5]1[CH:14]=[C:13]2[C:8]([CH:9]=[C:10]([CH:16]=[O:17])[CH:11]=[N:12]2)=[CH:7][CH:6]=1. The yield is 0.600.